Dataset: Reaction yield outcomes from USPTO patents with 853,638 reactions. Task: Predict the reaction yield, written as a fraction of the theoretical maximum amount of product (1.0 means a 100% yield; for example, 0.34 means a 34% yield). The yield is 0.830. The product is [C:17]([C:15]1[CH:14]=[C:6]([C:7]([N:9]([CH3:13])[CH2:10][CH2:11][CH3:12])=[O:8])[CH:5]=[C:4]([CH:16]=1)[C:3]([OH:25])=[O:2])(=[O:24])[C:18]1[CH:19]=[CH:20][CH:21]=[CH:22][CH:23]=1. The reactants are C[O:2][C:3](=[O:25])[C:4]1[CH:16]=[C:15]([C:17](=[O:24])[C:18]2[CH:23]=[CH:22][CH:21]=[CH:20][CH:19]=2)[CH:14]=[C:6]([C:7]([N:9]([CH3:13])[CH2:10][CH2:11][CH3:12])=[O:8])[CH:5]=1.[OH-].[Li+].Cl. The catalyst is CO.